From a dataset of Reaction yield outcomes from USPTO patents with 853,638 reactions. Predict the reaction yield, written as a fraction of the theoretical maximum amount of product (1.0 means a 100% yield; for example, 0.34 means a 34% yield). The reactants are Br[C:2]1[CH:3]=[C:4]([N:8]2[CH2:12][CH2:11][C:10]([CH3:14])([CH3:13])[CH2:9]2)[CH:5]=[CH:6][CH:7]=1.C([Li])(C)(C)C.C(O[B:24]1[O:28][C:27]([CH3:30])([CH3:29])[C:26]([CH3:32])([CH3:31])[O:25]1)(C)C. The catalyst is C1COCC1. The product is [CH3:13][C:10]1([CH3:14])[CH2:11][CH2:12][N:8]([C:4]2[CH:5]=[CH:6][CH:7]=[C:2]([B:24]3[O:28][C:27]([CH3:30])([CH3:29])[C:26]([CH3:32])([CH3:31])[O:25]3)[CH:3]=2)[CH2:9]1. The yield is 0.750.